Dataset: Full USPTO retrosynthesis dataset with 1.9M reactions from patents (1976-2016). Task: Predict the reactants needed to synthesize the given product. (1) Given the product [F:41][C:2]([F:1])([F:40])[C:3]1[CH:4]=[C:5]([C@H:13]([O:15][C@H:16]2[CH2:20][N:19]([C:21]([O:23][C:24]([CH3:26])([CH3:25])[CH3:27])=[O:22])[C@@H:18]([CH2:28][CH:29]=[O:30])[C@@H:17]2[C:33]2[CH:38]=[CH:37][C:36]([F:39])=[CH:35][CH:34]=2)[CH3:14])[CH:6]=[C:7]([C:9]([F:10])([F:11])[F:12])[CH:8]=1, predict the reactants needed to synthesize it. The reactants are: [F:1][C:2]([F:41])([F:40])[C:3]1[CH:4]=[C:5]([C@H:13]([O:15][C@H:16]2[CH2:20][N:19]([C:21]([O:23][C:24]([CH3:27])([CH3:26])[CH3:25])=[O:22])[C@@H:18]([CH2:28][C:29](OC)=[O:30])[C@@H:17]2[C:33]2[CH:38]=[CH:37][C:36]([F:39])=[CH:35][CH:34]=2)[CH3:14])[CH:6]=[C:7]([C:9]([F:12])([F:11])[F:10])[CH:8]=1.CC(C[AlH]CC(C)C)C. (2) Given the product [CH3:26][N:27]1[CH2:34][CH2:33][CH2:32][C@:28]1([CH3:35])[C:29]([NH:20][C@H:19]([C:18]([N:17]([C@@H:12]([C@@H:13]([CH3:16])[CH2:14][CH3:15])[C@H:3]([O:2][CH3:1])[CH2:4][C:5]([O:7][C:8]([CH3:11])([CH3:9])[CH3:10])=[O:6])[CH3:25])=[O:24])[CH:21]([CH3:23])[CH3:22])=[O:30], predict the reactants needed to synthesize it. The reactants are: [CH3:1][O:2][C@@H:3]([C@@H:12]([N:17]([CH3:25])[C:18](=[O:24])[C@H:19]([CH:21]([CH3:23])[CH3:22])[NH2:20])[C@@H:13]([CH3:16])[CH2:14][CH3:15])[CH2:4][C:5]([O:7][C:8]([CH3:11])([CH3:10])[CH3:9])=[O:6].[CH3:26][N:27]1[CH2:34][CH2:33][CH2:32][C@:28]1([CH3:35])[C:29](O)=[O:30].CN(C(ON1N=NC2C=CC=NC1=2)=[N+](C)C)C.F[P-](F)(F)(F)(F)F.C(N(C(C)C)CC)(C)C. (3) Given the product [Si:25]([O:26][C:27]1[CH:28]=[CH:29][C:30]([CH2:33][C:2]2([C:6]([O:8][CH2:9][CH3:10])=[O:7])[CH2:3][CH2:4][CH2:5][O:1]2)=[N:31][CH:32]=1)([C:21]([CH3:22])([CH3:23])[CH3:24])([C:35]1[CH:40]=[CH:39][CH:38]=[CH:37][CH:36]=1)[C:41]1[CH:42]=[CH:43][CH:44]=[CH:45][CH:46]=1, predict the reactants needed to synthesize it. The reactants are: [O:1]1[CH2:5][CH2:4][CH2:3][CH:2]1[C:6]([O:8][CH2:9][CH3:10])=[O:7].C[Si]([N-][Si](C)(C)C)(C)C.[Na+].[C:21]([Si:25]([C:41]1[CH:46]=[CH:45][CH:44]=[CH:43][CH:42]=1)([C:35]1[CH:40]=[CH:39][CH:38]=[CH:37][CH:36]=1)[O:26][C:27]1[CH:28]=[CH:29][C:30]([CH2:33]I)=[N:31][CH:32]=1)([CH3:24])([CH3:23])[CH3:22]. (4) Given the product [CH2:14]([O:13][CH:8]1[CH:7]([NH:6][C:5]([CH:55]2[CH2:56][CH2:57][CH2:58][N:54]2[C:52](=[O:53])[C:51]([NH:50][C:48](=[O:49])[C:47]2[CH:46]=[CH:45][C:44]([O:43][CH3:42])=[CH:65][CH:64]=2)([CH3:63])[CH3:62])=[O:21])[CH2:11][C:10](=[O:12])[O:9]1)[C:15]1[CH:16]=[CH:17][CH:18]=[CH:19][CH:20]=1, predict the reactants needed to synthesize it. The reactants are: C(O[C:5](=[O:21])[NH:6][CH:7]1[CH2:11][C:10](=[O:12])[O:9][CH:8]1[O:13][CH2:14][C:15]1[CH:20]=[CH:19][CH:18]=[CH:17][CH:16]=1)C=C.CC1C2C(=CC=CC=2)C(C)=C2C=1C=CC1C2=CC=CC=1.[CH3:42][O:43][C:44]1[CH:65]=[CH:64][C:47]([C:48]([NH:50][C:51]([CH3:63])([CH3:62])[C:52]([N:54]2[CH2:58][CH2:57][CH2:56][CH:55]2C(O)=O)=[O:53])=[O:49])=[CH:46][CH:45]=1.C1C=CC2N(O)N=NC=2C=1.C(Cl)CCl. (5) Given the product [Cl:39][C:22]1[N:21]=[C:20]([Cl:19])[CH:25]=[C:37]([I:38])[C:23]=1[C:24]([O:29][CH3:28])=[O:32], predict the reactants needed to synthesize it. The reactants are: C([Li])CCC.CCCCCC.C(NC(C)C)(C)C.[Cl:19][C:20]1[C:25](I)=[CH:24][CH:23]=[C:22](Cl)[N:21]=1.[C:28](=O)=[O:29].C([O-])([O-])=[O:32].[K+].[K+].[CH3:37][I:38].[ClH:39]. (6) Given the product [NH2:26][C:14]1[CH:13]=[C:12]([C:10](=[O:11])[CH2:9][N:8]([CH2:1][C:2]2[CH:3]=[CH:4][CH:5]=[CH:6][CH:7]=2)[CH:29]2[CH2:30][C:31]3[C:36](=[CH:35][C:34]([CH2:38][CH3:39])=[C:33]([CH2:40][CH3:41])[CH:32]=3)[CH2:37]2)[CH:17]=[CH:16][C:15]=1[O:18][CH2:19][C:20]1[CH:21]=[CH:22][CH:23]=[CH:24][CH:25]=1, predict the reactants needed to synthesize it. The reactants are: [CH2:1]([N:8]([CH:29]1[CH2:37][C:36]2[C:31](=[CH:32][C:33]([CH2:40][CH3:41])=[C:34]([CH2:38][CH3:39])[CH:35]=2)[CH2:30]1)[CH2:9][C:10]([C:12]1[CH:17]=[CH:16][C:15]([O:18][CH2:19][C:20]2[CH:25]=[CH:24][CH:23]=[CH:22][CH:21]=2)=[C:14]([N+:26]([O-])=O)[CH:13]=1)=[O:11])[C:2]1[CH:7]=[CH:6][CH:5]=[CH:4][CH:3]=1.